From a dataset of Reaction yield outcomes from USPTO patents with 853,638 reactions. Predict the reaction yield, written as a fraction of the theoretical maximum amount of product (1.0 means a 100% yield; for example, 0.34 means a 34% yield). (1) The reactants are CCCC[CH2:5][CH3:6].[H-].[Na+].[CH2:9]([C:13]1[NH:14][CH:15]=[CH:16][N:17]=1)[CH2:10][CH2:11][CH3:12].[CH3:18][Si:19](C)([CH3:25])[CH2:20]COCCl.CN(C)[CH:29]=[O:30]. No catalyst specified. The product is [CH2:9]([C:13]1[N:14]([Si:19]([CH3:25])([CH3:20])[CH3:18])[CH:15]=[C:16]([CH2:29][O:30][CH2:5][CH3:6])[N:17]=1)[CH2:10][CH2:11][CH3:12]. The yield is 0.960. (2) The reactants are [NH2:1][C:2]1[C:3]([C:14]([NH:16][C:17]2[CH:22]=[CH:21][CH:20]=[CH:19][N:18]=2)=[O:15])=[N:4][C:5]([N:8]2[CH2:13][CH2:12][NH:11][CH2:10][CH2:9]2)=[CH:6][N:7]=1.CCN(CC)CC.[CH2:30]([S:32](Cl)(=[O:34])=[O:33])[CH3:31]. The product is [NH2:1][C:2]1[C:3]([C:14]([NH:16][C:17]2[CH:22]=[CH:21][CH:20]=[CH:19][N:18]=2)=[O:15])=[N:4][C:5]([N:8]2[CH2:9][CH2:10][N:11]([S:32]([CH2:30][CH3:31])(=[O:34])=[O:33])[CH2:12][CH2:13]2)=[CH:6][N:7]=1. The yield is 0.370. The catalyst is C(Cl)Cl. (3) The reactants are [NH2:1][CH:2]([C:6]1[CH:11]=[CH:10][C:9]([F:12])=[CH:8][CH:7]=1)[C:3]([OH:5])=[O:4].Cl[C:14](Cl)([O:16]C(=O)OC(Cl)(Cl)Cl)Cl. The catalyst is C1COCC1. The product is [F:12][C:9]1[CH:10]=[CH:11][C:6]([CH:2]2[C:3](=[O:5])[O:4][C:14](=[O:16])[NH:1]2)=[CH:7][CH:8]=1. The yield is 0.870. (4) The reactants are [Br:1][C:2]1[CH:18]=[CH:17][C:5]2[C:6]3[N:7]([CH:11]=[C:12]([C:14]([NH2:16])=O)[N:13]=3)[CH2:8][CH2:9][O:10][C:4]=2[CH:3]=1.[CH3:19]OC(OC)N(C)C.COCCOC.Cl.[CH:34]([NH:37][NH2:38])([CH3:36])[CH3:35]. The catalyst is C(O)(=O)C. The product is [Br:1][C:2]1[CH:18]=[CH:17][C:5]2[C:6]3[N:7]([CH:11]=[C:12]([C:14]4[N:37]([CH:34]([CH3:36])[CH3:35])[N:38]=[CH:19][N:16]=4)[N:13]=3)[CH2:8][CH2:9][O:10][C:4]=2[CH:3]=1. The yield is 0.390. (5) The reactants are I[CH2:2][C@@H:3]([CH3:16])[CH2:4][N:5]1[C:10]2[CH:11]=[CH:12][CH:13]=[CH:14][C:9]=2[O:8][CH2:7][C:6]1=[O:15].[CH2:17]([CH:21]1[CH2:27][CH:26]2[NH:28][CH:23]([CH2:24][CH2:25]2)[CH2:22]1)[CH2:18][CH2:19][CH3:20]. The catalyst is CCN(CC)CC. The product is [CH2:17]([CH:21]1[CH2:22][CH:23]2[N:28]([CH2:2][C@@H:3]([CH3:16])[CH2:4][N:5]3[C:10]4[CH:11]=[CH:12][CH:13]=[CH:14][C:9]=4[O:8][CH2:7][C:6]3=[O:15])[CH:26]([CH2:25][CH2:24]2)[CH2:27]1)[CH2:18][CH2:19][CH3:20]. The yield is 0.640.